Dataset: Forward reaction prediction with 1.9M reactions from USPTO patents (1976-2016). Task: Predict the product of the given reaction. (1) Given the reactants [H-].[Na+].FC(F)CO.C([NH:12][S:13]([C:16]1[C:21]([I:22])=[CH:20][CH:19]=[CH:18][C:17]=1[F:23])(=[O:15])=[O:14])(C)(C)C.FC(F)(F)C(O)=O, predict the reaction product. The product is: [F:23][C:17]1[CH:18]=[CH:19][CH:20]=[C:21]([I:22])[C:16]=1[S:13]([NH2:12])(=[O:14])=[O:15]. (2) Given the reactants [C:1]1([S:7]([N:10]2[CH2:15][CH:14]([CH2:16][O:17][CH3:18])[N:13](CC3C=CC=CC=3)[CH:12]([CH2:26][O:27][CH3:28])[CH2:11]2)(=[O:9])=[O:8])[CH:6]=[CH:5][CH:4]=[CH:3][CH:2]=1, predict the reaction product. The product is: [C:1]1([S:7]([N:10]2[CH2:15][CH:14]([CH2:16][O:17][CH3:18])[NH:13][CH:12]([CH2:26][O:27][CH3:28])[CH2:11]2)(=[O:9])=[O:8])[CH:2]=[CH:3][CH:4]=[CH:5][CH:6]=1. (3) Given the reactants [CH:1]1[CH:2]=[C:3]([C:12]([OH:14])=O)[C:4](=[O:11])[N:5]2[C:10]=1[CH:9]=[CH:8][CH:7]=[CH:6]2.[NH3:15].O, predict the reaction product. The product is: [CH:1]1[CH:2]=[C:3]([C:12]([NH2:15])=[O:14])[C:4](=[O:11])[N:5]2[C:10]=1[CH:9]=[CH:8][CH:7]=[CH:6]2. (4) Given the reactants C([NH:8][CH2:9][CH2:10][C:11]1[CH:16]=[CH:15][CH:14]=[C:13]([S:17]([C:20]2[CH:25]=[CH:24][C:23]([O:26][CH3:27])=[CH:22][CH:21]=2)(=[O:19])=[O:18])[CH:12]=1)C1C=CC=CC=1.[Cl:28][C:29]1[CH:30]=[C:31]([C@@H:35]2[CH2:37][O:36]2)[CH:32]=[CH:33][CH:34]=1, predict the reaction product. The product is: [ClH:28].[Cl:28][C:29]1[CH:30]=[C:31]([C@@H:35]([OH:36])[CH2:37][NH:8][CH2:9][CH2:10][C:11]2[CH:16]=[CH:15][CH:14]=[C:13]([S:17]([C:20]3[CH:21]=[CH:22][C:23]([O:26][CH3:27])=[CH:24][CH:25]=3)(=[O:18])=[O:19])[CH:12]=2)[CH:32]=[CH:33][CH:34]=1. (5) The product is: [Ag+:29].[C:9]([O:8][P:6]([O:13][CH2:14][C:15]1[CH:16]=[CH:17][C:18]([C:19]([O-:21])=[O:20])=[CH:22][CH:23]=1)([O:5][C:1]([CH3:4])([CH3:3])[CH3:2])=[O:7])([CH3:10])([CH3:11])[CH3:12]. Given the reactants [C:1]([O:5][P:6]([O:13][CH2:14][C:15]1[CH:23]=[CH:22][C:18]([C:19]([O-:21])=[O:20])=[CH:17][CH:16]=1)([O:8][C:9]([CH3:12])([CH3:11])[CH3:10])=[O:7])([CH3:4])([CH3:3])[CH3:2].[Li+].[N+]([O-])([O-])=O.[Ag+:29], predict the reaction product.